From a dataset of Forward reaction prediction with 1.9M reactions from USPTO patents (1976-2016). Predict the product of the given reaction. (1) Given the reactants [CH3:1][O:2][C:3](=[O:19])[C@@H:4]([NH2:18])[CH2:5][C:6]1[CH:11]=[CH:10][C:9]([C:12]2[CH:17]=[CH:16][CH:15]=[CH:14][CH:13]=2)=[CH:8][CH:7]=1.[Br:20][C:21]1[CH:22]=[CH:23][C:24]([NH2:30])=[C:25]([CH:29]=1)[C:26](O)=[O:27], predict the reaction product. The product is: [CH3:1][O:2][C:3](=[O:19])[C@@H:4]([NH:18][C:26](=[O:27])[C:25]1[CH:29]=[C:21]([Br:20])[CH:22]=[CH:23][C:24]=1[NH2:30])[CH2:5][C:6]1[CH:11]=[CH:10][C:9]([C:12]2[CH:17]=[CH:16][CH:15]=[CH:14][CH:13]=2)=[CH:8][CH:7]=1. (2) Given the reactants [C:1]([O:5][C:6]([NH:8][CH2:9][C@H:10]1[CH2:15][CH2:14][C@H:13]([C:16]([NH:18][C@H:19]([C:36](=[O:49])[NH:37][C:38]2[CH:43]=[CH:42][C:41]([C:44]3[N:45]=[N:46][NH:47][N:48]=3)=[CH:40][CH:39]=2)[CH2:20][C:21]2[CH:26]=[CH:25][C:24]([C:27]3[CH:32]=[CH:31][C:30]([C:33](O)=[O:34])=[CH:29][CH:28]=3)=[CH:23][CH:22]=2)=[O:17])[CH2:12][CH2:11]1)=[O:7])([CH3:4])([CH3:3])[CH3:2].[C:50]([O:54][C:55]([N:57]1[CH2:62][CH2:61][NH:60][CH2:59][CH2:58]1)=[O:56])([CH3:53])([CH3:52])[CH3:51].F[P-](F)(F)(F)(F)F.CN(C(ON1C2=NC=CC=C2N=N1)=[N+](C)C)C.C(N(CC)C(C)C)(C)C, predict the reaction product. The product is: [C:1]([O:5][C:6]([NH:8][CH2:9][C@H:10]1[CH2:11][CH2:12][C@H:13]([C:16]([NH:18][C@H:19]([C:36](=[O:49])[NH:37][C:38]2[CH:39]=[CH:40][C:41]([C:44]3[N:45]=[N:46][NH:47][N:48]=3)=[CH:42][CH:43]=2)[CH2:20][C:21]2[CH:22]=[CH:23][C:24]([C:27]3[CH:28]=[CH:29][C:30]([C:33]([N:60]4[CH2:59][CH2:58][N:57]([C:55]([O:54][C:50]([CH3:53])([CH3:52])[CH3:51])=[O:56])[CH2:62][CH2:61]4)=[O:34])=[CH:31][CH:32]=3)=[CH:25][CH:26]=2)=[O:17])[CH2:14][CH2:15]1)=[O:7])([CH3:2])([CH3:4])[CH3:3]. (3) Given the reactants CS([O:5][CH2:6][C:7]1[C:8]([C:16]2[CH:21]=[CH:20][C:19]([CH2:22][CH3:23])=[CH:18][CH:17]=2)=[N:9][S:10][C:11]=1[C:12]([F:15])([F:14])[F:13])(=O)=O.[F:24][C:25]1[CH:26]=[C:27]([CH2:33][CH:34]([CH3:40])[C:35]([O:37]CC)=[O:36])[CH:28]=[C:29]([F:32])[C:30]=1O, predict the reaction product. The product is: [CH2:22]([C:19]1[CH:20]=[CH:21][C:16]([C:8]2[C:7]([CH2:6][O:5][C:30]3[C:29]([F:32])=[CH:28][C:27]([CH2:33][CH:34]([CH3:40])[C:35]([OH:37])=[O:36])=[CH:26][C:25]=3[F:24])=[C:11]([C:12]([F:15])([F:14])[F:13])[S:10][N:9]=2)=[CH:17][CH:18]=1)[CH3:23].